Dataset: Catalyst prediction with 721,799 reactions and 888 catalyst types from USPTO. Task: Predict which catalyst facilitates the given reaction. (1) Reactant: O.C(O)(C(F)(F)F)=O.[Cl:9][C:10]1[CH:11]=[C:12]([C:41]2[CH:46]=[CH:45][C:44]([C:47]([N:49]3[CH2:54][CH2:53][O:52][CH2:51][CH2:50]3)=[O:48])=[CH:43][CH:42]=2)[CH:13]=[C:14]([Cl:40])[C:15]=1[CH2:16][C@@H:17]1[CH2:21][CH2:20][N:19]([N:22]2[CH2:27][CH2:26][CH:25]([O:28][Si](C(C)C)(C(C)C)C(C)C)[CH2:24][CH2:23]2)[C:18]1=[O:39]. Product: [Cl:40][C:14]1[CH:13]=[C:12]([C:41]2[CH:42]=[CH:43][C:44]([C:47]([N:49]3[CH2:54][CH2:53][O:52][CH2:51][CH2:50]3)=[O:48])=[CH:45][CH:46]=2)[CH:11]=[C:10]([Cl:9])[C:15]=1[CH2:16][C@@H:17]1[CH2:21][CH2:20][N:19]([N:22]2[CH2:27][CH2:26][CH:25]([OH:28])[CH2:24][CH2:23]2)[C:18]1=[O:39]. The catalyst class is: 1. (2) Reactant: [NH2:1][C:2]1[CH:3]=[C:4]2[C:12](=[CH:13][CH:14]=1)[N:11]([CH2:15][C:16]1[CH:21]=[CH:20][CH:19]=[C:18]([Cl:22])[CH:17]=1)[C:10]1[CH:9]=[N:8][C:7]([C:23](OCC)=[O:24])=[CH:6][C:5]2=1.[OH-:28].[Na+].[NH2:30]O. Product: [NH2:1][C:2]1[CH:3]=[C:4]2[C:12](=[CH:13][CH:14]=1)[N:11]([CH2:15][C:16]1[CH:21]=[CH:20][CH:19]=[C:18]([Cl:22])[CH:17]=1)[C:10]1[CH:9]=[N:8][C:7]([C:23]([NH:30][OH:28])=[O:24])=[CH:6][C:5]2=1. The catalyst class is: 24.